Dataset: Forward reaction prediction with 1.9M reactions from USPTO patents (1976-2016). Task: Predict the product of the given reaction. (1) The product is: [Cl:40][C:35]1[C:34]([O:41][CH2:42][CH:43]([F:44])[F:45])=[C:33]([C:9]2[CH:10]=[C:11]3[C:15](=[CH:16][CH:17]=2)[CH:14]([NH:18][C:19]([C:21]2([NH:24][C:25](=[O:30])[C:26]([F:27])([F:29])[F:28])[CH2:22][CH2:23]2)=[O:20])[CH2:13][CH2:12]3)[CH:38]=[C:37]([Cl:39])[CH:36]=1. Given the reactants CC1(C)C(C)(C)OB([C:9]2[CH:10]=[C:11]3[C:15](=[CH:16][CH:17]=2)[CH:14]([NH:18][C:19]([C:21]2([NH:24][C:25](=[O:30])[C:26]([F:29])([F:28])[F:27])[CH2:23][CH2:22]2)=[O:20])[CH2:13][CH2:12]3)O1.Br[C:33]1[CH:38]=[C:37]([Cl:39])[CH:36]=[C:35]([Cl:40])[C:34]=1[O:41][CH2:42][CH:43]([F:45])[F:44].C1(C)C=CC=CC=1P(C1C=CC=CC=1C)C1C=CC=CC=1C.C(=O)([O-])[O-].[K+].[K+], predict the reaction product. (2) Given the reactants CC(OC([NH:8][C@@H:9]([C:13]([OH:15])=O)[C@@H:10]([CH3:12])[OH:11])=O)(C)C.C(N1CCOCC1)C.C1C=CC2N(O)N=NC=2C=1.C(Cl)CCl.Cl.[CH3:39][CH:40]([O:42][C:43]1[CH:50]=[CH:49][C:48]([C:51]2[O:55][N:54]=[C:53]([C:56]3[CH:66]=[CH:65][C:59]4[CH2:60][CH2:61][NH:62][CH2:63][CH2:64][C:58]=4[CH:57]=3)[N:52]=2)=[CH:47][C:44]=1[C:45]#[N:46])[CH3:41].FC(F)(F)C(O)=O, predict the reaction product. The product is: [NH2:8][C@@H:9]([C:13]([N:62]1[CH2:61][CH2:60][C:59]2[CH:65]=[CH:66][C:56]([C:53]3[N:52]=[C:51]([C:48]4[CH:49]=[CH:50][C:43]([O:42][CH:40]([CH3:41])[CH3:39])=[C:44]([CH:47]=4)[C:45]#[N:46])[O:55][N:54]=3)=[CH:57][C:58]=2[CH2:64][CH2:63]1)=[O:15])[C@@H:10]([CH3:12])[OH:11]. (3) Given the reactants Br[C:2]1[NH:20][C:5]2[N:6]=[CH:7][N:8]=[C:9]([NH:10][C:11]3[CH:12]=[C:13]4[C:17](=[CH:18][CH:19]=3)[NH:16][N:15]=[CH:14]4)[C:4]=2[CH:3]=1.[CH3:21][C:22]1[CH:27]=[CH:26][C:25]([S:28]([O-:30])=[O:29])=[CH:24][CH:23]=1.[Na+], predict the reaction product. The product is: [NH:16]1[C:17]2[C:13](=[CH:12][C:11]([NH:10][C:9]3[C:4]4[CH:3]=[C:2]([S:28]([C:25]5[CH:26]=[CH:27][C:22]([CH3:21])=[CH:23][CH:24]=5)(=[O:30])=[O:29])[NH:20][C:5]=4[N:6]=[CH:7][N:8]=3)=[CH:19][CH:18]=2)[CH:14]=[N:15]1. (4) The product is: [C:1]1([CH:7]([CH2:13][CH2:14][CH2:15][CH2:16][CH3:17])[C:8]#[N:9])[CH:6]=[CH:5][CH:4]=[CH:3][CH:2]=1. Given the reactants [C:1]1([CH2:7][C:8]#[N:9])[CH:6]=[CH:5][CH:4]=[CH:3][CH:2]=1.[H-].[Na+].Br[CH2:13][CH2:14][CH2:15][CH2:16][CH3:17], predict the reaction product. (5) Given the reactants Br[C:2]1[O:6][C:5]([C:7]2[N:11]([CH2:12][C:13]([O:15][CH2:16][CH3:17])=[O:14])[N:10]=[C:9]([C:18]([F:21])([F:20])[F:19])[CH:8]=2)=[CH:4][CH:3]=1.[CH3:22][S:23][C:24]1[CH:25]=[C:26](B(O)O)[CH:27]=[CH:28][CH:29]=1.C(=O)([O-])[O-].[Na+].[Na+], predict the reaction product. The product is: [CH3:22][S:23][C:24]1[CH:29]=[C:28]([C:2]2[O:6][C:5]([C:7]3[N:11]([CH2:12][C:13]([O:15][CH2:16][CH3:17])=[O:14])[N:10]=[C:9]([C:18]([F:21])([F:20])[F:19])[CH:8]=3)=[CH:4][CH:3]=2)[CH:27]=[CH:26][CH:25]=1.